The task is: Predict the reactants needed to synthesize the given product.. This data is from Full USPTO retrosynthesis dataset with 1.9M reactions from patents (1976-2016). (1) Given the product [OH:26][CH2:24][C:25]1[CH:13]=[CH:12][C:11]2[O:10][C:9]3[C:18]4=[C:5]([C:3](=[O:2])[NH:22][N:23]=[C:17]4[C:16]=2[CH:15]=1)[CH:6]=[CH:7][CH:8]=3, predict the reactants needed to synthesize it. The reactants are: C[O:2][C:3]([C:5]1[C:18]2[C:17](=O)[C:16]3[C:11](=[CH:12][CH:13]=C(CBr)[CH:15]=3)[O:10][C:9]=2[CH:8]=[CH:7][CH:6]=1)=O.[NH2:22][NH2:23].[CH2:24]([OH:26])[CH3:25]. (2) The reactants are: I[CH2:2][CH3:3].C(=O)([O-])[O-].[K+].[K+].[Br:10][C:11]1[C:21]([OH:22])=[CH:20][C:14]([C:15]([O:17][CH2:18][CH3:19])=[O:16])=[CH:13][C:12]=1[OH:23].CN(C=O)C. Given the product [Br:10][C:11]1[C:12]([OH:23])=[CH:13][C:14]([C:15]([O:17][CH2:18][CH3:19])=[O:16])=[CH:20][C:21]=1[O:22][CH2:2][CH3:3], predict the reactants needed to synthesize it. (3) Given the product [I:1][C:2]1[CH:8]=[CH:7][C:5]([N:6]=[C:20]2[S:21][CH2:17][C:16]3([CH2:15][CH2:22][CH2:23][CH2:24]3)[NH:19]2)=[C:4]([CH2:9][CH2:10][CH3:11])[CH:3]=1, predict the reactants needed to synthesize it. The reactants are: [I:1][C:2]1[CH:8]=[CH:7][C:5]([NH2:6])=[C:4]([CH2:9][CH2:10][CH3:11])[CH:3]=1.IC1C=[CH:17][C:16]([N:19]=[C:20]=[S:21])=[C:15]([CH2:22][CH2:23][CH3:24])C=1.NC1(CO)CCCC1.[N-]=C=S. (4) Given the product [S:1]1[CH:5]=[CH:4][N:3]=[C:2]1[CH2:6][N:7]1[C:15]2[C:10](=[CH:11][C:12]([NH:16][C:17]3[C:26]4[C:21](=[CH:22][CH:23]=[CH:24][C:25]=4[O:27][C@H:28]([CH3:33])[C:29]([NH2:34])=[O:31])[N:20]=[CH:19][N:18]=3)=[CH:13][CH:14]=2)[CH:9]=[N:8]1, predict the reactants needed to synthesize it. The reactants are: [S:1]1[CH:5]=[CH:4][N:3]=[C:2]1[CH2:6][N:7]1[C:15]2[C:10](=[CH:11][C:12]([NH:16][C:17]3[C:26]4[C:21](=[CH:22][CH:23]=[CH:24][C:25]=4[O:27][C@H:28]([CH3:33])[C:29]([O:31]C)=O)[N:20]=[CH:19][N:18]=3)=[CH:13][CH:14]=2)[CH:9]=[N:8]1.[NH3:34]. (5) Given the product [CH2:15]([N:17]([CH2:18][CH2:19][CH2:20][C:21]1[CH:26]=[CH:25][CH:24]=[CH:23][CH:22]=1)[CH2:8][CH2:9][C:10]([O:12][CH2:13][CH3:14])=[O:11])[CH3:16], predict the reactants needed to synthesize it. The reactants are: C(=O)([O-])[O-].[K+].[K+].Br[CH2:8][CH2:9][C:10]([O:12][CH2:13][CH3:14])=[O:11].[CH2:15]([NH:17][CH2:18][CH2:19][CH2:20][C:21]1[CH:26]=[CH:25][CH:24]=[CH:23][CH:22]=1)[CH3:16].ClCCl. (6) Given the product [ClH:17].[NH2:8][CH:4]1[CH2:3][C:2]([CH3:16])([CH3:1])[NH:6][C:5]1=[O:7], predict the reactants needed to synthesize it. The reactants are: [CH3:1][C:2]1([CH3:16])[NH:6][C:5](=[O:7])[CH:4]([NH:8]C(=O)OC(C)(C)C)[CH2:3]1.[ClH:17].O1CCOCC1. (7) Given the product [Cl:9][CH2:10][C:11]([N:4]([CH2:5][CH2:6][C:7]#[N:8])[CH2:3][CH2:2][OH:1])=[O:12], predict the reactants needed to synthesize it. The reactants are: [OH:1][CH2:2][CH2:3][NH:4][CH2:5][CH2:6][C:7]#[N:8].[Cl:9][CH2:10][C:11](Cl)=[O:12]. (8) Given the product [Br:1][C:2]1[C:3]([CH2:9][O:10][C:11]2[CH:16]=[CH:15][C:14]([Cl:17])=[C:13]([Cl:18])[CH:12]=2)=[CH:4][C:5]([NH:21][NH2:22])=[N:6][CH:7]=1, predict the reactants needed to synthesize it. The reactants are: [Br:1][C:2]1[C:3]([CH2:9][O:10][C:11]2[CH:16]=[CH:15][C:14]([Cl:17])=[C:13]([Cl:18])[CH:12]=2)=[CH:4][C:5](Cl)=[N:6][CH:7]=1.O.O.[NH2:21][NH2:22]. (9) Given the product [C:1]([O:5][C:6]([N:8]([C:16]1[C:21]([CH3:66])=[N:20][CH:19]=[C:18]([C:23]2[N:24]=[C:25]([N:32]([C:59]([O:61][C:62]([CH3:65])([CH3:64])[CH3:63])=[O:60])[C:33]3[CH:38]=[CH:37][C:36]([N:39]4[CH2:44][CH2:43][N:42]([CH:45]5[CH2:48][O:47][CH2:46]5)[CH2:41][CH2:40]4)=[C:35]([O:49][CH2:50][CH2:51][O:52][CH:53]4[CH2:58][CH2:57][CH2:56][CH2:55][O:54]4)[CH:34]=3)[C:26]3[N:27]([CH:29]=[CH:30][N:31]=3)[CH:28]=2)[N:17]=1)[C:9](=[O:15])[O:10][C:11]([CH3:14])([CH3:13])[CH3:12])=[O:7])([CH3:4])([CH3:3])[CH3:2], predict the reactants needed to synthesize it. The reactants are: [C:1]([O:5][C:6]([N:8]([C:16]1[C:21](Cl)=[N:20][CH:19]=[C:18]([C:23]2[N:24]=[C:25]([N:32]([C:59]([O:61][C:62]([CH3:65])([CH3:64])[CH3:63])=[O:60])[C:33]3[CH:38]=[CH:37][C:36]([N:39]4[CH2:44][CH2:43][N:42]([CH:45]5[CH2:48][O:47][CH2:46]5)[CH2:41][CH2:40]4)=[C:35]([O:49][CH2:50][CH2:51][O:52][CH:53]4[CH2:58][CH2:57][CH2:56][CH2:55][O:54]4)[CH:34]=3)[C:26]3[N:27]([CH:29]=[CH:30][N:31]=3)[CH:28]=2)[N:17]=1)[C:9](=[O:15])[O:10][C:11]([CH3:14])([CH3:13])[CH3:12])=[O:7])([CH3:4])([CH3:3])[CH3:2].[CH3:66]B(O)O. (10) Given the product [CH3:24][NH:25][C:21]([C@@H:20]1[N:8]([C:6]([O:5][C:1]([CH3:4])([CH3:3])[CH3:2])=[O:7])[CH2:9][C:10]2[NH:11][C:12]3[C:17]([C:18]=2[CH2:19]1)=[CH:16][CH:15]=[CH:14][CH:13]=3)=[O:23], predict the reactants needed to synthesize it. The reactants are: [C:1]([O:5][C:6]([N:8]1[C@@H:20]([C:21]([OH:23])=O)[CH2:19][C:18]2[C:17]3[C:12](=[CH:13][CH:14]=[CH:15][CH:16]=3)[NH:11][C:10]=2[CH2:9]1)=[O:7])([CH3:4])([CH3:3])[CH3:2].[CH3:24][N:25](C(ON1N=NC2C=CC=NC1=2)=[N+](C)C)C.F[P-](F)(F)(F)(F)F.CCN(C(C)C)C(C)C.CN.